This data is from Full USPTO retrosynthesis dataset with 1.9M reactions from patents (1976-2016). The task is: Predict the reactants needed to synthesize the given product. (1) Given the product [C:1]([O:4][CH2:5][C:6]1[N:16]([C:17]([CH3:24])([CH3:23])[CH2:18][O:19][C:20](=[O:22])[CH3:21])[C:10]2[CH:11]=[C:12]([Br:15])[N:13]=[CH:14][C:9]=2[N:8]=1)(=[O:3])[CH3:2], predict the reactants needed to synthesize it. The reactants are: [C:1]([O:4][CH2:5][C:6]([NH:8][C:9]1[C:10]([NH:16][C:17]([CH3:24])([CH3:23])[CH2:18][O:19][C:20](=[O:22])[CH3:21])=[CH:11][C:12]([Br:15])=[N:13][CH:14]=1)=O)(=[O:3])[CH3:2]. (2) Given the product [CH:2]12[C:10](=[O:11])[O:12][C:13](=[O:14])[CH:1]1[CH:4]1[C:5](=[O:6])[O:7][C:8](=[O:9])[CH:3]12.[CH:15]1[CH:28]=[C:27]2[C:18]([CH:19]=[C:20]3[C:25](=[CH:26]2)[CH:24]=[CH:23][C:22]([CH2:29][CH2:30][CH2:31][C:32]([OH:34])=[O:33])=[CH:21]3)=[CH:17][CH:16]=1, predict the reactants needed to synthesize it. The reactants are: [CH:1]12[C:13](=[O:14])[O:12][C:10](=[O:11])[CH:2]1[CH:3]1[C:8](=[O:9])[O:7][C:5](=[O:6])[CH:4]12.[CH:15]1[CH:28]=[C:27]2[C:18]([CH:19]=[C:20]3[C:25](=[CH:26]2)[CH:24]=[CH:23][C:22]([CH2:29][CH2:30][CH2:31][C:32]([OH:34])=[O:33])=[CH:21]3)=[CH:17][CH:16]=1. (3) Given the product [Br:14][C:10]1[CH:9]=[N:8][C:7]([S:4]([CH:1]([CH3:3])[CH3:2])(=[O:6])=[O:5])=[CH:12][N:11]=1, predict the reactants needed to synthesize it. The reactants are: [CH:1]([S:4]([C:7]1[N:8]=[CH:9][C:10](N)=[N:11][CH:12]=1)(=[O:6])=[O:5])([CH3:3])[CH3:2].[BrH:14].BrBr.N([O-])=O.[Na+].C([O-])(O)=O.[Na+]. (4) Given the product [CH3:1][C:2]1([C:13]2[CH:14]=[C:15]([CH3:19])[CH:16]=[CH:17][CH:18]=2)[CH2:6][C:7]2[C:12](=[CH:11][CH:10]=[CH:9][CH:8]=2)[C:3]1=[O:5], predict the reactants needed to synthesize it. The reactants are: [CH3:1][C:2]([C:13]1[CH:14]=[C:15]([CH3:19])[CH:16]=[CH:17][CH:18]=1)([CH2:6][C:7]1[CH:12]=[CH:11][CH:10]=[CH:9][CH:8]=1)[C:3]([OH:5])=O.